Dataset: Reaction yield outcomes from USPTO patents with 853,638 reactions. Task: Predict the reaction yield, written as a fraction of the theoretical maximum amount of product (1.0 means a 100% yield; for example, 0.34 means a 34% yield). (1) The reactants are [Cl:1][C:2]1[CH:9]=[C:8]([OH:10])[CH:7]=[CH:6][C:3]=1[C:4]#[N:5].[CH:28]1[CH:27]=CC(P([C:24]2[CH:29]=[CH:28][CH:27]=CC=2)[C:28]2[CH:27]=CC=[CH:24][CH:29]=2)=[CH:24][CH:29]=1.N([C:39]([O:41][C:42]([CH3:45])([CH3:44])[CH3:43])=[O:40])=N[C:39]([O:41][C:42]([CH3:45])([CH3:44])[CH3:43])=[O:40]. The catalyst is C1COCC1. The product is [C:42]([O:41][C:39]([CH:27]1[CH2:28][CH:29]([O:10][C:8]2[CH:7]=[CH:6][C:3]([C:4]#[N:5])=[C:2]([Cl:1])[CH:9]=2)[CH2:24]1)=[O:40])([CH3:43])([CH3:44])[CH3:45]. The yield is 0.600. (2) The reactants are Br[C:2]1[CH:24]=[CH:23][C:5]2[C:6]3[N:7]([CH:11]=[C:12]([C:14]4[N:18]([CH:19]([CH3:21])[CH3:20])[N:17]=[C:16]([CH3:22])[N:15]=4)[N:13]=3)[CH2:8][CH2:9][O:10][C:4]=2[CH:3]=1.[CH3:25][N:26](C=O)C. The catalyst is CCOC(C)=O.[C-]#N.[Zn+2].[C-]#N.CC(P(C(C)(C)C)C1C=CC(N(C)C)=CC=1)(C)C.CC(P(C(C)(C)C)C1C=CC(N(C)C)=CC=1)(C)C.Cl[Pd]Cl. The product is [CH:19]([N:18]1[C:14]([C:12]2[N:13]=[C:6]3[C:5]4[CH:23]=[CH:24][C:2]([C:25]#[N:26])=[CH:3][C:4]=4[O:10][CH2:9][CH2:8][N:7]3[CH:11]=2)=[N:15][C:16]([CH3:22])=[N:17]1)([CH3:21])[CH3:20]. The yield is 0.590. (3) The reactants are Cl[C:2]1[CH:3]=[C:4]([N:17]2[CH2:22][CH2:21][O:20][CH2:19][CH2:18]2)[C:5]2[N:6]([CH:8]=[C:9]([C:11]3[CH:12]=[N:13][CH:14]=[CH:15][CH:16]=3)[N:10]=2)[N:7]=1.C(=O)([O-])[O-].[K+].[K+].O.[NH2:30][NH2:31].[CH3:32][C:33]1[CH:34]=[C:35]([CH:38]=[CH:39][CH:40]=1)[CH:36]=O. The catalyst is CN(C)C=O.O. The product is [CH3:32][C:33]1[CH:34]=[C:35]([CH:38]=[CH:39][CH:40]=1)[CH:36]=[N:30][NH:31][C:2]1[CH:3]=[C:4]([N:17]2[CH2:22][CH2:21][O:20][CH2:19][CH2:18]2)[C:5]2[N:6]([CH:8]=[C:9]([C:11]3[CH:12]=[N:13][CH:14]=[CH:15][CH:16]=3)[N:10]=2)[N:7]=1. The yield is 0.0700. (4) The reactants are Cl[C:2]1[N:11]=[C:10]([N:12]([C:14]2[CH:19]=[CH:18][C:17]([O:20][CH3:21])=[CH:16][CH:15]=2)[CH3:13])[C:9]2[C:4](=[CH:5][CH:6]=[CH:7][CH:8]=2)[N:3]=1.[CH3:22][O-:23].[Na+]. The product is [CH3:22][O:23][C:2]1[N:11]=[C:10]([N:12]([C:14]2[CH:19]=[CH:18][C:17]([O:20][CH3:21])=[CH:16][CH:15]=2)[CH3:13])[C:9]2[C:4](=[CH:5][CH:6]=[CH:7][CH:8]=2)[N:3]=1. The catalyst is CO.C(OC(=O)C)C. The yield is 0.540. (5) The reactants are [F:1][C:2]1[CH:7]=[C:6]([CH3:8])[C:5]([N+:9]([O-:11])=[O:10])=[CH:4][C:3]=1[N+:12]([O-:14])=[O:13].CO[CH:17]([N:20]([CH3:22])[CH3:21])OC.CN(C=O)C. The catalyst is O. The product is [F:1][C:2]1[C:3]([N+:12]([O-:14])=[O:13])=[CH:4][C:5]([N+:9]([O-:11])=[O:10])=[C:6]([CH:8]=[CH:17][N:20]([CH3:22])[CH3:21])[CH:7]=1. The yield is 0.630.